Dataset: Peptide-MHC class II binding affinity with 134,281 pairs from IEDB. Task: Regression. Given a peptide amino acid sequence and an MHC pseudo amino acid sequence, predict their binding affinity value. This is MHC class II binding data. (1) The peptide sequence is RRIFGVFKNPCTSHG. The MHC is DRB1_1302 with pseudo-sequence DRB1_1302. The binding affinity (normalized) is 0.446. (2) The peptide sequence is QGVTAEITPQASTTE. The MHC is DRB1_0301 with pseudo-sequence DRB1_0301. The binding affinity (normalized) is 0.276.